The task is: Predict the product of the given reaction.. This data is from Forward reaction prediction with 1.9M reactions from USPTO patents (1976-2016). (1) Given the reactants [C:1]([O:9][CH3:10])(=[O:8])[C:2]1[CH:7]=[CH:6][CH:5]=[CH:4][CH:3]=1.[NH:11]1[CH2:16][CH2:15][CH:14]([CH2:17]CO)[CH2:13][CH2:12]1, predict the reaction product. The product is: [C:1]([O:9][CH2:10][CH2:17][CH:14]1[CH2:15][CH2:16][NH:11][CH2:12][CH2:13]1)(=[O:8])[C:2]1[CH:7]=[CH:6][CH:5]=[CH:4][CH:3]=1. (2) Given the reactants Cl[C:2]1[CH:7]=[C:6]([C:8]([NH:10][CH2:11][C:12]23[CH2:21][CH:16]4[CH2:17][CH:18]([CH2:20][CH:14]([CH2:15]4)[CH2:13]2)[CH2:19]3)=[O:9])[C:5]([Cl:22])=[CH:4][N:3]=1.[C:23]([C:26]1[CH:27]=[C:28](B(O)O)[CH:29]=[CH:30][CH:31]=1)([OH:25])=[O:24].C(=O)([O-])[O-].[K+].[K+], predict the reaction product. The product is: [Cl:22][C:5]1[C:6]([C:8]([NH:10][CH2:11][C:12]23[CH2:19][CH:18]4[CH2:17][CH:16]([CH2:15][CH:14]([CH2:20]4)[CH2:13]2)[CH2:21]3)=[O:9])=[CH:7][C:2]([C:30]2[CH:31]=[C:26]([CH:27]=[CH:28][CH:29]=2)[C:23]([OH:25])=[O:24])=[N:3][CH:4]=1. (3) The product is: [CH2:13]([S:12][C:4]1[N:3]=[C:2]([O:16][CH3:15])[C:7]([C:8]#[N:9])=[C:6]([S:10][CH3:11])[N:5]=1)[CH3:14]. Given the reactants Cl[C:2]1[C:7]([C:8]#[N:9])=[C:6]([S:10][CH3:11])[N:5]=[C:4]([S:12][CH2:13][CH3:14])[N:3]=1.[C:15]([O-])([O-])=[O:16].[K+].[K+], predict the reaction product. (4) The product is: [Cl:22][CH2:21][CH2:20][CH2:19][N:3]1[C:11]2[C:6](=[CH:7][CH:8]=[CH:9][CH:10]=2)[C:5]([CH2:12][CH2:13][C:14]([O:16][CH3:17])=[O:15])=[CH:4]1. Given the reactants [H-].[Na+].[NH:3]1[C:11]2[C:6](=[CH:7][CH:8]=[CH:9][CH:10]=2)[C:5]([CH2:12][CH2:13][C:14]([O:16][CH3:17])=[O:15])=[CH:4]1.Br[CH2:19][CH2:20][CH2:21][Cl:22], predict the reaction product. (5) Given the reactants [CH3:1][O:2][C:3]1[CH:15]=[CH:14][C:13]2[C:12]3[C:7](=[CH:8][CH:9]=[CH:10][CH:11]=3)[NH:6][C:5]=2[CH:4]=1.Br[C:17]1[CH:22]=[C:21]([CH3:23])[CH:20]=[CH:19][N:18]=1.C1(P(C2CCCCC2)C2C=CC=CC=2C2C(OC)=CC=CC=2OC)CCCCC1.CC(C)([O-])C.[Na+], predict the reaction product. The product is: [CH3:1][O:2][C:3]1[CH:15]=[CH:14][C:13]2[C:12]3[C:7](=[CH:8][CH:9]=[CH:10][CH:11]=3)[N:6]([C:17]3[CH:22]=[C:21]([CH3:23])[CH:20]=[CH:19][N:18]=3)[C:5]=2[CH:4]=1.